The task is: Regression. Given a peptide amino acid sequence and an MHC pseudo amino acid sequence, predict their binding affinity value. This is MHC class II binding data.. This data is from Peptide-MHC class II binding affinity with 134,281 pairs from IEDB. The peptide sequence is NLLQERLKKLKSEHG. The MHC is HLA-DPA10301-DPB10402 with pseudo-sequence HLA-DPA10301-DPB10402. The binding affinity (normalized) is 0.470.